This data is from Catalyst prediction with 721,799 reactions and 888 catalyst types from USPTO. The task is: Predict which catalyst facilitates the given reaction. Reactant: O1[CH2:5][CH:4]=[CH:3][C:2]1=[O:6].[CH:7]([N-]C(C)C)([CH3:9])[CH3:8].[Li+].[C:15]([O:19][C:20](=[O:47])[NH:21][CH:22](S(C1C=CC=CC=1)(=O)=O)[CH2:23][C:24]1[CH:29]=[CH:28][C:27](OCC2C=CC=CC=2)=[CH:26][CH:25]=1)([CH3:18])([CH3:17])[CH3:16].[C:48](=[O:51])([OH:50])[O-].[CH2:52]1[CH2:56]OC[CH2:53]1. Product: [C:15]([O:19][C:20](=[O:47])[NH:21][C@H:22]([C@@H:56]1[CH:52]=[CH:53][C:48](=[O:51])[O:50]1)[CH2:23][C:24]1[CH:25]=[CH:26][CH:27]=[C:28]([O:6][CH2:2][C:3]2[CH:4]=[CH:5][CH:9]=[CH:7][CH:8]=2)[CH:29]=1)([CH3:16])([CH3:17])[CH3:18]. The catalyst class is: 25.